From a dataset of NCI-60 drug combinations with 297,098 pairs across 59 cell lines. Regression. Given two drug SMILES strings and cell line genomic features, predict the synergy score measuring deviation from expected non-interaction effect. (1) Drug 1: CC1=C2C(C(=O)C3(C(CC4C(C3C(C(C2(C)C)(CC1OC(=O)C(C(C5=CC=CC=C5)NC(=O)OC(C)(C)C)O)O)OC(=O)C6=CC=CC=C6)(CO4)OC(=O)C)OC)C)OC. Drug 2: C1CN1P(=S)(N2CC2)N3CC3. Cell line: NCI-H226. Synergy scores: CSS=30.1, Synergy_ZIP=1.19, Synergy_Bliss=0.882, Synergy_Loewe=-7.86, Synergy_HSA=1.73. (2) Drug 1: CC1=C(C=C(C=C1)NC2=NC=CC(=N2)N(C)C3=CC4=NN(C(=C4C=C3)C)C)S(=O)(=O)N.Cl. Drug 2: CN1CCC(CC1)COC2=C(C=C3C(=C2)N=CN=C3NC4=C(C=C(C=C4)Br)F)OC. Cell line: DU-145. Synergy scores: CSS=1.30, Synergy_ZIP=-4.12, Synergy_Bliss=-1.85, Synergy_Loewe=-16.8, Synergy_HSA=-3.76. (3) Drug 1: C1=CC(=C2C(=C1NCCNCCO)C(=O)C3=C(C=CC(=C3C2=O)O)O)NCCNCCO. Drug 2: N.N.Cl[Pt+2]Cl. Cell line: NCI-H322M. Synergy scores: CSS=14.0, Synergy_ZIP=-2.99, Synergy_Bliss=-1.17, Synergy_Loewe=-38.4, Synergy_HSA=-1.95. (4) Drug 1: C1CCN(CC1)CCOC2=CC=C(C=C2)C(=O)C3=C(SC4=C3C=CC(=C4)O)C5=CC=C(C=C5)O. Drug 2: C1=CN(C(=O)N=C1N)C2C(C(C(O2)CO)O)O.Cl. Cell line: SK-OV-3. Synergy scores: CSS=11.1, Synergy_ZIP=-3.65, Synergy_Bliss=-1.15, Synergy_Loewe=-2.35, Synergy_HSA=-0.0394. (5) Drug 1: CC1=CC=C(C=C1)C2=CC(=NN2C3=CC=C(C=C3)S(=O)(=O)N)C(F)(F)F. Drug 2: CC1C(C(CC(O1)OC2CC(CC3=C2C(=C4C(=C3O)C(=O)C5=C(C4=O)C(=CC=C5)OC)O)(C(=O)CO)O)N)O.Cl. Cell line: NCIH23. Synergy scores: CSS=29.9, Synergy_ZIP=1.48, Synergy_Bliss=2.68, Synergy_Loewe=-17.7, Synergy_HSA=3.44. (6) Drug 1: C1=CC(=CC=C1CCCC(=O)O)N(CCCl)CCCl. Drug 2: CN(CCCl)CCCl.Cl. Cell line: NCI-H322M. Synergy scores: CSS=-11.6, Synergy_ZIP=3.06, Synergy_Bliss=-11.2, Synergy_Loewe=-13.8, Synergy_HSA=-15.3. (7) Cell line: SF-539. Drug 2: CC1=C(C(=CC=C1)Cl)NC(=O)C2=CN=C(S2)NC3=CC(=NC(=N3)C)N4CCN(CC4)CCO. Drug 1: CC1=CC2C(CCC3(C2CCC3(C(=O)C)OC(=O)C)C)C4(C1=CC(=O)CC4)C. Synergy scores: CSS=14.8, Synergy_ZIP=-1.90, Synergy_Bliss=2.46, Synergy_Loewe=-92.3, Synergy_HSA=0.901.